This data is from Catalyst prediction with 721,799 reactions and 888 catalyst types from USPTO. The task is: Predict which catalyst facilitates the given reaction. (1) The catalyst class is: 26. Product: [CH:13]1[C:14]2[CH:2]([NH:1][CH:20]3[CH2:19][CH2:18][C:17]([C:24]4[CH:25]=[CH:26][CH:27]=[CH:28][CH:29]=4)([N:16]([CH3:30])[CH3:15])[CH2:22][CH2:21]3)[C:3]3[C:8](=[CH:7][CH:6]=[CH:5][CH:4]=3)[C:9]=2[CH:10]=[CH:11][CH:12]=1. Reactant: [NH2:1][CH:2]1[C:14]2[CH:13]=[CH:12][CH:11]=[CH:10][C:9]=2[C:8]2[C:3]1=[CH:4][CH:5]=[CH:6][CH:7]=2.[CH3:15][N:16]([CH3:30])[C:17]1([C:24]2[CH:29]=[CH:28][CH:27]=[CH:26][CH:25]=2)[CH2:22][CH2:21][C:20](=O)[CH2:19][CH2:18]1.C(O)(=O)C. (2) Reactant: [C:1]([O:5][C:6]([NH:8][C:9]1[CH:10]=[N:11][CH:12]=[CH:13][C:14]=1[C@H:15]1[CH2:20][C@@H:19]([NH:21][C:22](=[O:28])[O:23][C:24]([CH3:27])([CH3:26])[CH3:25])[C@@H:18]([NH2:29])[C@@H:17]([CH3:30])[CH2:16]1)=[O:7])([CH3:4])([CH3:3])[CH3:2].[CH:31](=O)C1C=CC=CC=1.[B-]C#N.[Na+].C=O. The catalyst class is: 105. Product: [C:1]([O:5][C:6]([NH:8][C:9]1[CH:10]=[N:11][CH:12]=[CH:13][C:14]=1[C@H:15]1[CH2:20][C@@H:19]([NH:21][C:22](=[O:28])[O:23][C:24]([CH3:27])([CH3:26])[CH3:25])[C@@H:18]([NH:29][CH3:31])[C@@H:17]([CH3:30])[CH2:16]1)=[O:7])([CH3:4])([CH3:2])[CH3:3]. (3) Reactant: Cl[SiH:2]1[N:6]([C:7]([CH3:10])([CH3:9])[CH3:8])[CH:5]=[CH:4][N:3]1[C:11]([CH3:14])([CH3:13])[CH3:12].[F:15][C:16]([F:20])([F:19])[CH2:17][NH2:18]. Product: [C:11]([N:3]1[CH:4]=[CH:5][N:6]([C:7]([CH3:10])([CH3:9])[CH3:8])[SiH:2]1[NH:18][CH2:17][C:16]([F:20])([F:19])[F:15])([CH3:14])([CH3:13])[CH3:12]. The catalyst class is: 81. (4) Reactant: C(OC([NH:8][C:9]1[CH:14]=[CH:13][C:12]([C:15]2[N:19]3[N:20]=[CH:21][CH:22]=[C:23]([C:24]([O:26][C:27]([CH3:30])([CH3:29])[CH3:28])=[O:25])[C:18]3=[N:17][N:16]=2)=[CH:11][CH:10]=1)=O)(C)(C)C.I[Si](C)(C)C. Product: [NH2:8][C:9]1[CH:14]=[CH:13][C:12]([C:15]2[N:19]3[N:20]=[CH:21][CH:22]=[C:23]([C:24]([O:26][C:27]([CH3:30])([CH3:29])[CH3:28])=[O:25])[C:18]3=[N:17][N:16]=2)=[CH:11][CH:10]=1. The catalyst class is: 2. (5) Reactant: F[C:2]1[C:3]([CH3:22])=[N:4][C:5]2[C:10]([N:11]=1)=[C:9]([C:12]1[NH:20][C:19]3[CH2:18][CH2:17][NH:16][C:15](=[O:21])[C:14]=3[CH:13]=1)[CH:8]=[CH:7][CH:6]=2.[CH3:23][C:24]([NH2:28])([CH2:26][CH3:27])[CH3:25].CO.C(Cl)Cl. Product: [CH3:22][C:3]1[C:2]([NH:28][C:24]([CH2:26][CH3:27])([CH3:25])[CH3:23])=[N:11][C:10]2[C:5](=[CH:6][CH:7]=[CH:8][C:9]=2[C:12]2[NH:20][C:19]3[CH2:18][CH2:17][NH:16][C:15](=[O:21])[C:14]=3[CH:13]=2)[N:4]=1. The catalyst class is: 16. (6) Reactant: [CH2:1]([O:3][C:4]([C:6]1[C:14]2[C:9](=[CH:10][C:11]([O:15][Si](C(C)(C)C)(C3C=CC=CC=3)C3C=CC=CC=3)=[CH:12][CH:13]=2)[N:8]([CH:33]2[CH2:38][CH2:37][CH2:36][CH2:35][O:34]2)[N:7]=1)=[O:5])[CH3:2].CCCC[N+](CCCC)(CCCC)CCCC.[F-].C1COCC1.C(OCC)(=O)C. Product: [CH2:1]([O:3][C:4]([C:6]1[C:14]2[C:9](=[CH:10][C:11]([OH:15])=[CH:12][CH:13]=2)[N:8]([CH:33]2[CH2:38][CH2:37][CH2:36][CH2:35][O:34]2)[N:7]=1)=[O:5])[CH3:2]. The catalyst class is: 1.